This data is from Forward reaction prediction with 1.9M reactions from USPTO patents (1976-2016). The task is: Predict the product of the given reaction. (1) Given the reactants [N+]([O-])([O-])=O.[K+].[Cl:6][C:7]1[CH:8]=[CH:9][CH:10]=[C:11]2[C:16]=1[N:15]=[CH:14][C:13](SS[C:13]1[CH:14]=[N:15][C:16]3[C:11]([CH:12]=1)=[CH:10][CH:9]=[CH:8][C:7]=3[Cl:6])=[CH:12]2.[S:30]([Cl:34])(Cl)(=[O:32])=[O:31].C(=O)([O-])[O-].[Na+].[Na+], predict the reaction product. The product is: [Cl:6][C:7]1[CH:8]=[CH:9][CH:10]=[C:11]2[C:16]=1[N:15]=[CH:14][C:13]([S:30]([Cl:34])(=[O:32])=[O:31])=[CH:12]2. (2) Given the reactants C(=[C:4]1[CH:11]2[CH2:12][CH2:13][CH:5]1[CH:6]1[CH:10]2[C:9](=[O:14])[CH:8]([C:15]2[C:20]([CH3:21])=[CH:19][C:18]([CH3:22])=[CH:17][C:16]=2[CH3:23])[C:7]1=[O:24])(C)C.Cl.[CH3:26][O:27][NH2:28], predict the reaction product. The product is: [CH3:26][O:27][N:28]=[C:4]1[CH:11]2[CH2:12][CH2:13][CH:5]1[CH:6]1[CH:10]2[C:9](=[O:14])[CH:8]([C:15]2[C:20]([CH3:21])=[CH:19][C:18]([CH3:22])=[CH:17][C:16]=2[CH3:23])[C:7]1=[O:24]. (3) Given the reactants [CH3:1][O:2][CH2:3][C:4]#[CH:5].CCN(CC)CC.C[O:14][C:15]([C:17]1[C:22]([Cl:23])=[CH:21][C:20](Br)=[CH:19][N:18]=1)=[O:16].O, predict the reaction product. The product is: [Cl:23][C:22]1[C:17]([C:15]([OH:16])=[O:14])=[N:18][CH:19]=[C:20]([C:5]#[C:4][CH2:3][O:2][CH3:1])[CH:21]=1.